The task is: Regression. Given a peptide amino acid sequence and an MHC pseudo amino acid sequence, predict their binding affinity value. This is MHC class I binding data.. This data is from Peptide-MHC class I binding affinity with 185,985 pairs from IEDB/IMGT. (1) The peptide sequence is SYWVRANFK. The MHC is HLA-B15:01 with pseudo-sequence HLA-B15:01. The binding affinity (normalized) is 0.0847. (2) The peptide sequence is SLYPNVCIF. The MHC is HLA-A03:01 with pseudo-sequence HLA-A03:01. The binding affinity (normalized) is 0. (3) The peptide sequence is EKTQYTNDF. The MHC is HLA-A32:01 with pseudo-sequence HLA-A32:01. The binding affinity (normalized) is 0. (4) The peptide sequence is RMRGAHTNDVK. The MHC is HLA-B18:01 with pseudo-sequence HLA-B18:01. The binding affinity (normalized) is 0. (5) The peptide sequence is KGLHHLQLI. The MHC is H-2-Kb with pseudo-sequence H-2-Kb. The binding affinity (normalized) is 0.652. (6) The peptide sequence is FQYEHEQTF. The MHC is HLA-A03:01 with pseudo-sequence HLA-A03:01. The binding affinity (normalized) is 0.0847. (7) The peptide sequence is SYGNANVSF. The MHC is HLA-B07:02 with pseudo-sequence HLA-B07:02. The binding affinity (normalized) is 0.0847.